This data is from Catalyst prediction with 721,799 reactions and 888 catalyst types from USPTO. The task is: Predict which catalyst facilitates the given reaction. (1) Reactant: [CH3:1][C:2]1[N:3]=[CH:4][N:5]([C:7]2[CH:12]=[C:11]([C:13]([F:16])([F:15])[F:14])[CH:10]=[CH:9][C:8]=2[C:17]2[CH:26]=[CH:25][CH:24]=[C:23]3[C:18]=2[CH:19]=[CH:20][N:21]=[CH:22]3)[CH:6]=1.C(O)(=O)C. Product: [CH3:1][C:2]1[N:3]=[CH:4][N:5]([C:7]2[CH:12]=[C:11]([C:13]([F:15])([F:14])[F:16])[CH:10]=[CH:9][C:8]=2[C:17]2[CH:26]=[CH:25][CH:24]=[C:23]3[C:18]=2[CH2:19][CH2:20][NH:21][CH2:22]3)[CH:6]=1. The catalyst class is: 603. (2) Reactant: [CH3:1][C:2]1[N:7]=[C:6]2[O:8][N:9]=[C:10]([OH:11])[C:5]2=[CH:4][CH:3]=1.[N:12]([CH2:15][CH2:16][CH2:17][CH2:18][CH2:19][CH3:20])=[C:13]=[O:14]. Product: [CH2:15]([NH:12][C:13]([N:9]1[C:10](=[O:11])[C:5]2[C:6](=[N:7][C:2]([CH3:1])=[CH:3][CH:4]=2)[O:8]1)=[O:14])[CH2:16][CH2:17][CH2:18][CH2:19][CH3:20]. The catalyst class is: 1. (3) Reactant: [O:1]1[CH:5]=[CH:4][CH:3]=[C:2]1/[CH:6]=[CH:7]/[C:8]([NH:10][CH2:11][CH2:12][CH2:13][CH2:14][CH2:15][C:16]([O-:18])=O)=[O:9].Cl.[NH2:20][OH:21].[OH-].[Na+].Cl. Product: [O:1]1[CH:5]=[CH:4][CH:3]=[C:2]1[CH:6]=[CH:7][C:8]([NH:10][CH2:11][CH2:12][CH2:13][CH2:14][CH2:15][C:16](=[O:18])[NH:20][OH:21])=[O:9]. The catalyst class is: 24. (4) Reactant: Br[C:2]1[N:6]2[CH2:7][C:8]3([C:15]4[CH:20]=[CH:19][C:18]([O:21][CH3:22])=[CH:17][CH:16]=4)[NH:14][CH2:13][CH2:12][N:9]3[C:10](=[O:11])[C:5]2=[CH:4][CH:3]=1.[CH3:23][N:24](C=O)C. Product: [CH3:22][O:21][C:18]1[CH:19]=[CH:20][C:15]([C:8]23[NH:14][CH2:13][CH2:12][N:9]2[C:10](=[O:11])[C:5]2[N:6]([C:2]([C:23]#[N:24])=[CH:3][CH:4]=2)[CH2:7]3)=[CH:16][CH:17]=1. The catalyst class is: 507. (5) Product: [NH2:25][C:22]1[CH:23]=[CH:24][C:19]([O:18][C:14]2[CH:13]=[C:12]([NH:11][C:9](=[O:10])[C:8]3[CH:28]=[CH:29][CH:30]=[C:6]([C:3]4([C:1]#[N:2])[CH2:5][CH2:4]4)[CH:7]=3)[CH:17]=[CH:16][CH:15]=2)=[CH:20][CH:21]=1. The catalyst class is: 352. Reactant: [C:1]([C:3]1([C:6]2[CH:7]=[C:8]([CH:28]=[CH:29][CH:30]=2)[C:9]([NH:11][C:12]2[CH:17]=[CH:16][CH:15]=[C:14]([O:18][C:19]3[CH:24]=[CH:23][C:22]([N+:25]([O-])=O)=[CH:21][CH:20]=3)[CH:13]=2)=[O:10])[CH2:5][CH2:4]1)#[N:2].O1CCCC1. (6) Reactant: [CH2:1]([O:8][C:9]([N:11]1[CH2:16][CH2:15][CH:14]([S:17][C:18]2[CH:23]=[CH:22][C:21]([Br:24])=[CH:20][CH:19]=2)[CH2:13][CH2:12]1)=[O:10])[C:2]1[CH:7]=[CH:6][CH:5]=[CH:4][CH:3]=1.B1([O-])OO1.[OH2:29].[OH2:30].O.O.[Na+]. Product: [CH2:1]([O:8][C:9]([N:11]1[CH2:16][CH2:15][CH:14]([S:17]([C:18]2[CH:19]=[CH:20][C:21]([Br:24])=[CH:22][CH:23]=2)(=[O:30])=[O:29])[CH2:13][CH2:12]1)=[O:10])[C:2]1[CH:3]=[CH:4][CH:5]=[CH:6][CH:7]=1. The catalyst class is: 52. (7) Reactant: Cl.[N:2]1([C:7]2[CH:21]=[CH:20][C:19]([C:22]([F:25])([F:24])[F:23])=[CH:18][C:8]=2[CH2:9][NH:10][C:11](=[O:17])[C@@H:12]2[CH2:16][CH2:15][CH2:14][NH:13]2)[CH:6]=[N:5][N:4]=[N:3]1.[C:26]([O:30][C:31]([NH:33][C@@H:34]([C:40](O)=[O:41])[CH2:35][C:36]([CH3:39])([CH3:38])[CH3:37])=[O:32])([CH3:29])([CH3:28])[CH3:27].C(Cl)CCl.C1C=NC2N(O)N=NC=2C=1.CCN(C(C)C)C(C)C. Product: [C:26]([O:30][C:31]([NH:33][C@@H:34]([C:40]([N:13]1[CH2:14][CH2:15][CH2:16][C@H:12]1[C:11]([NH:10][CH2:9][C:8]1[CH:18]=[C:19]([C:22]([F:25])([F:23])[F:24])[CH:20]=[CH:21][C:7]=1[N:2]1[CH:6]=[N:5][N:4]=[N:3]1)=[O:17])=[O:41])[CH2:35][C:36]([CH3:39])([CH3:38])[CH3:37])=[O:32])([CH3:29])([CH3:28])[CH3:27]. The catalyst class is: 31. (8) The catalyst class is: 100. Product: [CH:1]1[C:11]2[C:10]3=[CH:12][C:13]4[CH:14]=[CH:15][C:16]([C:19]([OH:21])=[O:20])=[CH:17][C:18]=4[N:9]3[CH:8]=[CH:7][CH2:6][C:5]=2[CH:4]=[CH:3][CH:2]=1. Reactant: [CH:1]1[C:11]2[C:10]3=[CH:12][C:13]4[CH:14]=[CH:15][C:16]([C:19]([OH:21])=[O:20])=[CH:17][C:18]=4[N:9]3[CH:8]=[C:7](C(O)=O)[CH2:6][C:5]=2[CH:4]=[CH:3][CH:2]=1.NCC1OC=CN=1.CNC(N)=O.C(O)(C(F)(F)F)=O. (9) Reactant: Br[CH2:2][C:3]1[C:8]([CH3:9])=[CH:7][CH:6]=[CH:5][C:4]=1[N:10]1[C:14](=[O:15])[N:13]([CH3:16])[N:12]=[N:11]1.[OH:17][C:18]1[CH:25]=[CH:24][C:21]([CH:22]=[O:23])=[CH:20][C:19]=1[CH3:26].C(=O)([O-])[O-].[K+].[K+]. Product: [CH3:26][C:19]1[CH:20]=[C:21]([CH:24]=[CH:25][C:18]=1[O:17][CH2:2][C:3]1[C:4]([N:10]2[C:14](=[O:15])[N:13]([CH3:16])[N:12]=[N:11]2)=[CH:5][CH:6]=[CH:7][C:8]=1[CH3:9])[CH:22]=[O:23]. The catalyst class is: 10. (10) Reactant: N[C@H:2]1[CH2:7][CH2:6][N:5]([C:8]([O:10][C:11]([CH3:14])([CH3:13])[CH3:12])=[O:9])[CH2:4][C@H:3]1[CH2:15][OH:16].C(=O)([O-])[O-].[Na+].[Na+].Cl[C:24]([O:26][CH2:27][C:28]1[CH:33]=[CH:32][CH:31]=[CH:30][CH:29]=1)=[O:25]. Product: [CH2:27]([O:26][C:24]([C@H:2]1[CH2:7][CH2:6][N:5]([C:8]([O:10][C:11]([CH3:14])([CH3:13])[CH3:12])=[O:9])[CH2:4][C@@H:3]1[CH2:15][OH:16])=[O:25])[C:28]1[CH:33]=[CH:32][CH:31]=[CH:30][CH:29]=1. The catalyst class is: 2.